Dataset: Full USPTO retrosynthesis dataset with 1.9M reactions from patents (1976-2016). Task: Predict the reactants needed to synthesize the given product. (1) Given the product [C:1]([O:5][C:6](=[O:7])[NH:8][C@H:9]([CH2:29][C:30]1[CH:35]=[C:34]([F:36])[C:33]([F:37])=[CH:32][C:31]=1[F:38])[CH2:10][C:11]([N:13]1[CH2:18][CH2:17][N:16]2[C:19]([C:25]([F:28])([F:26])[F:27])=[N:20][C:21]([C:22](=[O:23])[NH:47][CH2:46][C:45]#[N:44])=[C:15]2[CH2:14]1)=[O:12])([CH3:4])([CH3:2])[CH3:3], predict the reactants needed to synthesize it. The reactants are: [C:1]([O:5][C:6]([NH:8][C@H:9]([CH2:29][C:30]1[CH:35]=[C:34]([F:36])[C:33]([F:37])=[CH:32][C:31]=1[F:38])[CH2:10][C:11]([N:13]1[CH2:18][CH2:17][N:16]2[C:19]([C:25]([F:28])([F:27])[F:26])=[N:20][C:21]([C:22](O)=[O:23])=[C:15]2[CH2:14]1)=[O:12])=[O:7])([CH3:4])([CH3:3])[CH3:2].S(O)(O)(=O)=O.[NH2:44][CH2:45][C:46]#[N:47].O=C1N([ClH]P([ClH]N2CCOC2=O)=O)CCO1.C(N(CC)CC)C. (2) Given the product [NH2:23][C:20]1[N:21]=[CH:22][C:17](/[C:10](=[CH:11]\[CH:12]2[CH2:16][CH2:15][CH2:14][CH2:13]2)/[C:8]([NH:7][C:5]2[S:6][C:2]([Cl:1])=[CH:3][N:4]=2)=[O:9])=[CH:18][CH:19]=1, predict the reactants needed to synthesize it. The reactants are: [Cl:1][C:2]1[S:6][C:5]([NH:7][C:8](/[C:10](/[C:17]2[CH:18]=[CH:19][C:20]([NH:23]C(=O)OC(C)(C)C)=[N:21][CH:22]=2)=[CH:11]/[CH:12]2[CH2:16][CH2:15][CH2:14][CH2:13]2)=[O:9])=[N:4][CH:3]=1.C(O)(C(F)(F)F)=O. (3) Given the product [C:37]([NH:36][C:34]1[S:33][C:31]2[C:30]([N:35]=1)=[CH:29][CH:28]=[C:27]([O:26][C:25]1[CH:40]=[CH:41][C:42]([F:43])=[C:23]([NH:22][C:4](=[O:6])[C:3]3[CH:7]=[CH:8][CH:9]=[C:10]([O:11][C:12]([C:15]#[N:16])([CH3:14])[CH3:13])[C:2]=3[Cl:1])[CH:24]=1)[N:32]=2)(=[O:39])[CH3:38], predict the reactants needed to synthesize it. The reactants are: [Cl:1][C:2]1[C:10]([O:11][C:12]([C:15]#[N:16])([CH3:14])[CH3:13])=[CH:9][CH:8]=[CH:7][C:3]=1[C:4]([OH:6])=O.CN(C)C=O.[NH2:22][C:23]1[CH:24]=[C:25]([CH:40]=[CH:41][C:42]=1[F:43])[O:26][C:27]1[N:32]=[C:31]2[S:33][C:34]([NH:36][C:37](=[O:39])[CH3:38])=[N:35][C:30]2=[CH:29][CH:28]=1.O.